From a dataset of Catalyst prediction with 721,799 reactions and 888 catalyst types from USPTO. Predict which catalyst facilitates the given reaction. Reactant: N1C=CC=C(/[CH:7]=[CH:8]/[C:9]2[CH:14]=[CH:13][C:12]([C:15]3[N:20]4[N:21]=[C:22]([NH:24][C:25]([CH:27]5[CH2:29][CH2:28]5)=[O:26])[N:23]=[C:19]4[CH:18]=[CH:17][CH:16]=3)=[CH:11][CH:10]=2)C=1. Product: [N:20]1[CH:15]=[CH:16][CH:17]=[CH:18][C:19]=1[CH2:7][CH2:8][C:9]1[CH:10]=[CH:11][C:12]([C:15]2[N:20]3[N:21]=[C:22]([NH:24][C:25]([CH:27]4[CH2:29][CH2:28]4)=[O:26])[N:23]=[C:19]3[CH:18]=[CH:17][CH:16]=2)=[CH:13][CH:14]=1. The catalyst class is: 19.